Regression. Given two drug SMILES strings and cell line genomic features, predict the synergy score measuring deviation from expected non-interaction effect. From a dataset of Merck oncology drug combination screen with 23,052 pairs across 39 cell lines. (1) Drug 1: COc1cc(C2c3cc4c(cc3C(OC3OC5COC(C)OC5C(O)C3O)C3COC(=O)C23)OCO4)cc(OC)c1O. Drug 2: C=CCn1c(=O)c2cnc(Nc3ccc(N4CCN(C)CC4)cc3)nc2n1-c1cccc(C(C)(C)O)n1. Cell line: SKOV3. Synergy scores: synergy=5.84. (2) Drug 1: N#Cc1ccc(Cn2cncc2CN2CCN(c3cccc(Cl)c3)C(=O)C2)cc1. Drug 2: C=CCn1c(=O)c2cnc(Nc3ccc(N4CCN(C)CC4)cc3)nc2n1-c1cccc(C(C)(C)O)n1. Cell line: SKOV3. Synergy scores: synergy=19.5. (3) Drug 1: CCC1(O)CC2CN(CCc3c([nH]c4ccccc34)C(C(=O)OC)(c3cc4c(cc3OC)N(C)C3C(O)(C(=O)OC)C(OC(C)=O)C5(CC)C=CCN6CCC43C65)C2)C1. Drug 2: O=C(O)C1(Cc2cccc(Nc3nccs3)n2)CCC(Oc2cccc(Cl)c2F)CC1. Cell line: UWB1289. Synergy scores: synergy=-8.12.